This data is from Reaction yield outcomes from USPTO patents with 853,638 reactions. The task is: Predict the reaction yield, written as a fraction of the theoretical maximum amount of product (1.0 means a 100% yield; for example, 0.34 means a 34% yield). (1) The reactants are Br[C:2]1[CH:3]=[N:4][CH:5]=[C:6]([N+:9]([O-:11])=[O:10])[C:7]=1[NH2:8].[F:12][C:13]1[CH:14]=[N:15][CH:16]=[C:17](B2OC(C)(C)C(C)(C)O2)[CH:18]=1.[O-]P([O-])([O-])=O.[K+].[K+].[K+].O. The catalyst is C1C=CC([P]([Pd]([P](C2C=CC=CC=2)(C2C=CC=CC=2)C2C=CC=CC=2)([P](C2C=CC=CC=2)(C2C=CC=CC=2)C2C=CC=CC=2)[P](C2C=CC=CC=2)(C2C=CC=CC=2)C2C=CC=CC=2)(C2C=CC=CC=2)C2C=CC=CC=2)=CC=1.CN(C=O)C. The product is [F:12][C:13]1[CH:18]=[C:17]([C:2]2[CH:3]=[N:4][CH:5]=[C:6]([N+:9]([O-:11])=[O:10])[C:7]=2[NH2:8])[CH:16]=[N:15][CH:14]=1. The yield is 0.740. (2) The reactants are [C:1]1(P(C2C=CC=CC=2)C2C=CC=CC=2)C=CC=CC=1.[CH3:20][N:21]([CH3:25])[CH2:22][CH2:23][OH:24].CCOC(/N=N/C(OCC)=O)=O.[C:38]([O:42][N:43]=[C:44]1[C:53]2[C:48](=[CH:49][CH:50]=[C:51](O)[CH:52]=2)[O:47][C:46]([C:55]2[N:56]=[CH:57][C:58]3[C:63]([CH:64]=2)=[CH:62][CH:61]=[CH:60][CH:59]=3)=[CH:45]1)([CH3:41])([CH3:40])[CH3:39].[Na]. The catalyst is O1CCCC1. The product is [C:38]([O:42][N:43]=[C:44]1[C:53]2[C:48](=[CH:49][CH:50]=[C:51]([CH2:20][N:21]3[CH2:25][CH2:1][O:24][CH2:23][CH2:22]3)[CH:52]=2)[O:47][C:46]([C:55]2[N:56]=[CH:57][C:58]3[C:63]([CH:64]=2)=[CH:62][CH:61]=[CH:60][CH:59]=3)=[CH:45]1)([CH3:41])([CH3:40])[CH3:39]. The yield is 0.220. (3) The reactants are [F:1][C:2]([F:7])([F:6])[C:3]([OH:5])=[O:4].[C:8]([C:10]1[CH:11]=[C:12]([C:20]2[O:24][N:23]=[C:22]([C:25]3[C:26]([CH3:42])=[C:27]4[C:32](=[CH:33][CH:34]=3)[CH2:31][N:30](C(OC(C)(C)C)=O)[CH2:29][CH2:28]4)[N:21]=2)[CH:13]=[CH:14][C:15]=1[O:16][CH:17]([CH3:19])[CH3:18])#[N:9]. The catalyst is C(Cl)Cl. The product is [F:1][C:2]([F:7])([F:6])[C:3]([OH:5])=[O:4].[CH3:19][CH:17]([O:16][C:15]1[CH:14]=[CH:13][C:12]([C:20]2[O:24][N:23]=[C:22]([C:25]3[C:26]([CH3:42])=[C:27]4[C:32](=[CH:33][CH:34]=3)[CH2:31][NH:30][CH2:29][CH2:28]4)[N:21]=2)=[CH:11][C:10]=1[C:8]#[N:9])[CH3:18]. The yield is 0.900. (4) The reactants are [H-].[Na+].[NH:3]1[CH:7]=[CH:6][C:5]([CH:8]=[O:9])=[CH:4]1.[C:10]([C:14]1[N:18]([CH2:19][CH:20]2[CH2:25][CH2:24][O:23][CH2:22][CH2:21]2)[C:17]2[CH:26]=[CH:27][C:28]([S:30](Cl)(=[O:32])=[O:31])=[CH:29][C:16]=2[N:15]=1)([CH3:13])([CH3:12])[CH3:11]. The catalyst is C1COCC1. The product is [C:10]([C:14]1[N:18]([CH2:19][CH:20]2[CH2:21][CH2:22][O:23][CH2:24][CH2:25]2)[C:17]2[CH:26]=[CH:27][C:28]([S:30]([N:3]3[CH:7]=[CH:6][C:5]([CH:8]=[O:9])=[CH:4]3)(=[O:31])=[O:32])=[CH:29][C:16]=2[N:15]=1)([CH3:13])([CH3:11])[CH3:12]. The yield is 0.340. (5) The reactants are I[C:2]1[CH:3]=[CH:4][C:5]2[N:6]([CH:8]=[C:9]([NH:11][C:12]([CH:14]3[CH2:16][CH2:15]3)=[O:13])[N:10]=2)[N:7]=1.[CH3:17][N:18]1[C:22]2[CH:23]=[CH:24][C:25]([OH:27])=[CH:26][C:21]=2[N:20]=[C:19]1[CH3:28].C(=O)([O-])[O-].[K+].[K+]. The catalyst is CN(C)C=O. The product is [CH3:17][N:18]1[C:22]2[CH:23]=[CH:24][C:25]([O:27][C:2]3[CH:3]=[CH:4][C:5]4[N:6]([CH:8]=[C:9]([NH:11][C:12]([CH:14]5[CH2:16][CH2:15]5)=[O:13])[N:10]=4)[N:7]=3)=[CH:26][C:21]=2[N:20]=[C:19]1[CH3:28]. The yield is 0.280. (6) The product is [CH2:10]([N:9]([C:3]1[CH:4]=[CH:5][C:6]([NH:8][C:31]([O:30][CH2:29][C:26]2[CH:27]=[CH:28][CH:23]=[CH:24][CH:25]=2)=[O:32])=[CH:7][C:2]=1[F:1])[C:17](=[O:20])[O:19][CH2:10][C:11]1[CH:16]=[CH:15][CH:14]=[CH:13][CH:12]=1)[C:11]1[CH:12]=[CH:13][CH:14]=[CH:15][CH:16]=1. The catalyst is ClCCl. The yield is 0.762. The reactants are [F:1][C:2]1[CH:7]=[C:6]([NH2:8])[CH:5]=[CH:4][C:3]=1[NH:9][CH2:10][C:11]1[CH:16]=[CH:15][CH:14]=[CH:13][CH:12]=1.[C:17]([O-:20])([O-:19])=O.[K+].[K+].[CH:23]1[CH:28]=[CH:27][C:26]([CH2:29][O:30][C:31](Cl)=[O:32])=[CH:25][CH:24]=1.O. (7) The reactants are [CH:1]1([C:4]2[NH:13][C:7]3[N:8]=[N:9][C:10](I)=[CH:11][C:6]=3[CH:5]=2)[CH2:3][CH2:2]1.[CH2:14]([N:18]1[CH:22]=[C:21]([C:23]([O:25][CH3:26])=[O:24])[N:20]=[N:19]1)[CH2:15][C:16]#[CH:17].C(N(CC)CC)C.N#N. The catalyst is C1COCC1.Cl[Pd](Cl)([P](C1C=CC=CC=1)(C1C=CC=CC=1)C1C=CC=CC=1)[P](C1C=CC=CC=1)(C1C=CC=CC=1)C1C=CC=CC=1.[Cu]I. The product is [CH:1]1([C:4]2[NH:13][C:7]3[N:8]=[N:9][C:10]([C:17]#[C:16][CH2:15][CH2:14][N:18]4[CH:22]=[C:21]([C:23]([O:25][CH3:26])=[O:24])[N:20]=[N:19]4)=[CH:11][C:6]=3[CH:5]=2)[CH2:3][CH2:2]1. The yield is 0.800.